Dataset: Forward reaction prediction with 1.9M reactions from USPTO patents (1976-2016). Task: Predict the product of the given reaction. (1) Given the reactants [NH2:1][C:2]1[CH:7]=[CH:6][C:5]([N:8]([CH2:11][CH2:12][C:13]2[CH:18]=[CH:17][CH:16]=[CH:15][N:14]=2)[CH:9]=[O:10])=[CH:4][CH:3]=1.C(N(CC)CC)C.CNC1(NC)C=CN=CC1.[CH3:36][C:37]1[CH:42]=[CH:41][C:40]([C:43]2[C:44]([C:49](Cl)=[O:50])=[CH:45][CH:46]=[CH:47][CH:48]=2)=[CH:39][CH:38]=1, predict the reaction product. The product is: [CH:9]([N:8]([CH2:11][CH2:12][C:13]1[CH:18]=[CH:17][CH:16]=[CH:15][N:14]=1)[C:5]1[CH:6]=[CH:7][C:2]([NH:1][C:49]([C:44]2[C:43]([C:40]3[CH:39]=[CH:38][C:37]([CH3:36])=[CH:42][CH:41]=3)=[CH:48][CH:47]=[CH:46][CH:45]=2)=[O:50])=[CH:3][CH:4]=1)=[O:10]. (2) The product is: [Cl:34][C:33]1[CH:32]=[CH:31][CH:30]=[C:29]([Cl:35])[C:28]=1[C:21]1[C:20]([CH2:19][O:18][C:14]2[CH:15]=[C:16]([CH3:17])[C:11]([NH:10][C:8](=[O:9])[C:7]3[CH:6]=[CH:5][C:4]([C:3]([OH:38])=[O:2])=[CH:37][CH:36]=3)=[N:12][CH:13]=2)=[C:24]([CH:25]([CH3:27])[CH3:26])[O:23][N:22]=1. Given the reactants C[O:2][C:3](=[O:38])[C:4]1[CH:37]=[CH:36][C:7]([C:8]([NH:10][C:11]2[C:16]([CH3:17])=[CH:15][C:14]([O:18][CH2:19][C:20]3[C:21]([C:28]4[C:33]([Cl:34])=[CH:32][CH:31]=[CH:30][C:29]=4[Cl:35])=[N:22][O:23][C:24]=3[CH:25]([CH3:27])[CH3:26])=[CH:13][N:12]=2)=[O:9])=[CH:6][CH:5]=1.O[Li].O.C(O)(=O)C, predict the reaction product. (3) Given the reactants [CH:1]([N:4]1[CH2:9][CH2:8][CH:7]([OH:10])[CH2:6][CH2:5]1)([CH3:3])[CH3:2].[H-].[Na+].F[C:14]1[N:19]=[CH:18][C:17]([C:20]2[N:24]3[N:25]=[C:26]([C:29]4[CH:30]=[C:31]([C:36]([F:39])([F:38])[F:37])[C:32]([NH2:35])=[N:33][CH:34]=4)[CH:27]=[CH:28][C:23]3=[N:22][CH:21]=2)=[CH:16][CH:15]=1, predict the reaction product. The product is: [CH:1]([N:4]1[CH2:9][CH2:8][CH:7]([O:10][C:14]2[N:19]=[CH:18][C:17]([C:20]3[N:24]4[N:25]=[C:26]([C:29]5[CH:30]=[C:31]([C:36]([F:39])([F:37])[F:38])[C:32]([NH2:35])=[N:33][CH:34]=5)[CH:27]=[CH:28][C:23]4=[N:22][CH:21]=3)=[CH:16][CH:15]=2)[CH2:6][CH2:5]1)([CH3:3])[CH3:2]. (4) Given the reactants [NH2:1][CH3:2].[Li]CCCC.C(O[C:11]([C:13]1[N:14]=[N:15][S:16][C:17]=1[NH:18][C:19]1[CH:24]=[CH:23][CH:22]=[CH:21][CH:20]=1)=[O:12])C.[NH4+].[Cl-], predict the reaction product. The product is: [CH3:2][NH:1][C:11]([C:13]1[N:14]=[N:15][S:16][C:17]=1[NH:18][C:19]1[CH:20]=[CH:21][CH:22]=[CH:23][CH:24]=1)=[O:12]. (5) Given the reactants [Br:1][C:2]1[CH:9]=[C:8]([CH3:10])[C:5]([C:6]#N)=[C:4]([O:11][CH3:12])[CH:3]=1.[H-].C([Al+]CC(C)C)C(C)C.[O:23]1CCCC1, predict the reaction product. The product is: [Br:1][C:2]1[CH:9]=[C:8]([CH3:10])[C:5]([CH:6]=[O:23])=[C:4]([O:11][CH3:12])[CH:3]=1. (6) The product is: [C:20]1([CH2:19][O:14][CH:13]2[CH:12]3[CH2:11][CH2:10][N:9]([CH2:16][CH2:15]3)[CH:8]2[CH2:7][C:3]2[CH:2]=[N:1][CH:6]=[CH:5][CH:4]=2)[CH:25]=[CH:24][CH:23]=[CH:22][CH:21]=1. Given the reactants [N:1]1[CH:6]=[CH:5][CH:4]=[C:3]([CH2:7][CH:8]2[CH:13]([OH:14])[CH:12]3[CH2:15][CH2:16][N:9]2[CH2:10][CH2:11]3)[CH:2]=1.[H-].[Na+].[CH2:19](Br)[C:20]1[CH:25]=[CH:24][CH:23]=[CH:22][CH:21]=1, predict the reaction product. (7) Given the reactants [C:9](O[C:9]([O:11][C:12]([CH3:15])([CH3:14])[CH3:13])=[O:10])([O:11][C:12]([CH3:15])([CH3:14])[CH3:13])=[O:10].[CH3:16][O:17][C:18](=[O:25])[CH2:19][NH:20][C:21]([CH3:24])([CH3:23])[CH3:22].CN(C)CCN, predict the reaction product. The product is: [CH3:16][O:17][C:18](=[O:25])[CH2:19][N:20]([C:9]([O:11][C:12]([CH3:13])([CH3:14])[CH3:15])=[O:10])[C:21]([CH3:24])([CH3:23])[CH3:22].